From a dataset of Full USPTO retrosynthesis dataset with 1.9M reactions from patents (1976-2016). Predict the reactants needed to synthesize the given product. Given the product [CH3:1][N:2]1[CH2:7][CH2:6][N:5]([CH2:9][CH2:10][C:11]([O:13][C:14]([CH3:17])([CH3:16])[CH3:15])=[O:12])[CH2:4][CH2:3]1, predict the reactants needed to synthesize it. The reactants are: [CH3:1][N:2]1[CH2:7][CH2:6][NH:5][CH2:4][CH2:3]1.Br[CH2:9][CH2:10][C:11]([O:13][C:14]([CH3:17])([CH3:16])[CH3:15])=[O:12].